From a dataset of Rat liver microsome stability data. Regression/Classification. Given a drug SMILES string, predict its absorption, distribution, metabolism, or excretion properties. Task type varies by dataset: regression for continuous measurements (e.g., permeability, clearance, half-life) or binary classification for categorical outcomes (e.g., BBB penetration, CYP inhibition). Dataset: rlm. (1) The compound is CCOC(=O)C1=C(CN(CC)Cc2ccccc2)NC(=O)NC1c1ccc(OC(C)C)cc1. The result is 1 (stable in rat liver microsomes). (2) The compound is O=C(c1ccco1)N1CCN(c2nc(-c3ccc(Br)cc3)cs2)CC1. The result is 0 (unstable in rat liver microsomes). (3) The compound is CN(C)CC1(c2ccc(F)c(F)c2)CCCCC1. The result is 1 (stable in rat liver microsomes).